Dataset: NCI-60 drug combinations with 297,098 pairs across 59 cell lines. Task: Regression. Given two drug SMILES strings and cell line genomic features, predict the synergy score measuring deviation from expected non-interaction effect. (1) Drug 1: C1=NC2=C(N=C(N=C2N1C3C(C(C(O3)CO)O)O)F)N. Drug 2: B(C(CC(C)C)NC(=O)C(CC1=CC=CC=C1)NC(=O)C2=NC=CN=C2)(O)O. Cell line: OVCAR-5. Synergy scores: CSS=10.1, Synergy_ZIP=0.0520, Synergy_Bliss=-2.44, Synergy_Loewe=-62.8, Synergy_HSA=-3.36. (2) Drug 1: COC1=NC(=NC2=C1N=CN2C3C(C(C(O3)CO)O)O)N. Drug 2: CS(=O)(=O)CCNCC1=CC=C(O1)C2=CC3=C(C=C2)N=CN=C3NC4=CC(=C(C=C4)OCC5=CC(=CC=C5)F)Cl. Cell line: ACHN. Synergy scores: CSS=16.6, Synergy_ZIP=-6.28, Synergy_Bliss=-3.52, Synergy_Loewe=-25.2, Synergy_HSA=-5.92. (3) Drug 1: C(=O)(N)NO. Drug 2: CCN(CC)CCCC(C)NC1=C2C=C(C=CC2=NC3=C1C=CC(=C3)Cl)OC. Cell line: SNB-19. Synergy scores: CSS=18.9, Synergy_ZIP=-5.36, Synergy_Bliss=1.29, Synergy_Loewe=-11.9, Synergy_HSA=0.180.